Predict the product of the given reaction. From a dataset of Forward reaction prediction with 1.9M reactions from USPTO patents (1976-2016). (1) The product is: [CH2:31]([N:30]([CH2:33][CH3:34])[CH2:29][C:28]1[NH:27][N:26]=[C:5]([C:7]2[CH:8]=[C:9]3[C:13](=[CH:14][CH:15]=2)[NH:12][N:11]=[C:10]3[C:16]2[CH:21]=[CH:20][C:19]([F:22])=[CH:18][CH:17]=2)[N:6]=1)[CH3:32]. Given the reactants Cl.C(O[C:5]([C:7]1[CH:8]=[C:9]2[C:13](=[CH:14][CH:15]=1)[NH:12][N:11]=[C:10]2[C:16]1[CH:21]=[CH:20][C:19]([F:22])=[CH:18][CH:17]=1)=[NH:6])C.C[O-].[Na+].[NH2:26][NH:27][C:28](=O)[CH2:29][N:30]([CH2:33][CH3:34])[CH2:31][CH3:32], predict the reaction product. (2) The product is: [F:1][C:2]([F:7])([F:6])[C:3]([OH:5])=[O:4].[Br:8][C:9]1[CH:10]=[C:11]([NH:16][C:17]([C:22]2[C:23]([NH:27][CH2:28][C:29]3[CH:30]=[CH:31][C:32]([CH2:35][N:36]4[CH2:37][CH2:38][S:39](=[O:42])(=[O:43])[CH2:40][CH2:41]4)=[CH:33][CH:34]=3)=[N:24][O:25][N:26]=2)=[N:18][OH:19])[CH:12]=[CH:13][C:14]=1[F:15]. Given the reactants [F:1][C:2]([F:7])([F:6])[C:3]([OH:5])=[O:4].[Br:8][C:9]1[CH:10]=[C:11]([N:16]2C(=O)[O:19][N:18]=[C:17]2[C:22]2[C:23]([NH:27][C:28](=O)[C:29]3[CH:34]=[CH:33][C:32]([CH2:35][N:36]4[CH2:41][CH2:40][S:39](=[O:43])(=[O:42])[CH2:38][CH2:37]4)=[CH:31][CH:30]=3)=[N:24][O:25][N:26]=2)[CH:12]=[CH:13][C:14]=1[F:15].C1(C)C=CC=CC=1, predict the reaction product. (3) Given the reactants [OH:1][C@@:2]([C@@H:22]1[CH2:27][CH2:26][CH2:25][N:24](C(OC(C)(C)C)=O)[CH2:23]1)([C:9]1[CH:14]=[CH:13][CH:12]=[CH:11][C:10]=1[O:15][C:16]1[CH:21]=[CH:20][CH:19]=[CH:18][CH:17]=1)[CH2:3][CH2:4][CH2:5][CH2:6][O:7][CH3:8].Cl.[OH-].[Na+], predict the reaction product. The product is: [CH3:8][O:7][CH2:6][CH2:5][CH2:4][CH2:3][C@@:2]([C:9]1[CH:14]=[CH:13][CH:12]=[CH:11][C:10]=1[O:15][C:16]1[CH:21]=[CH:20][CH:19]=[CH:18][CH:17]=1)([C@@H:22]1[CH2:27][CH2:26][CH2:25][NH:24][CH2:23]1)[OH:1]. (4) Given the reactants [OH-].[Na+].C[O:4][C:5](=[O:40])[CH2:6][C:7]1[CH:8]=[N:9][CH:10]=[C:11]([C:13]2[CH:18]=[CH:17][C:16]([C:19]([CH2:37][CH3:38])([C:22]3[CH:27]=[CH:26][C:25]([O:28][CH2:29][CH:30]([OH:35])[C:31]([CH3:34])([CH3:33])[CH3:32])=[C:24]([CH3:36])[CH:23]=3)[CH2:20][CH3:21])=[CH:15][C:14]=2[CH3:39])[CH:12]=1.[Cl-].[NH4+], predict the reaction product. The product is: [CH2:20]([C:19]([C:16]1[CH:17]=[CH:18][C:13]([C:11]2[CH:12]=[C:7]([CH2:6][C:5]([OH:40])=[O:4])[CH:8]=[N:9][CH:10]=2)=[C:14]([CH3:39])[CH:15]=1)([C:22]1[CH:27]=[CH:26][C:25]([O:28][CH2:29][CH:30]([OH:35])[C:31]([CH3:33])([CH3:34])[CH3:32])=[C:24]([CH3:36])[CH:23]=1)[CH2:37][CH3:38])[CH3:21]. (5) Given the reactants Cl[CH2:2][C:3]1[N:4]([C:20]2[CH:25]=[CH:24][C:23]([N+:26]([O-:28])=[O:27])=[CH:22][CH:21]=2)[CH:5]=[C:6]([C:8]2[C:9]([C:14]3[CH:19]=[CH:18][CH:17]=[CH:16][CH:15]=3)=[N:10][O:11][C:12]=2[CH3:13])[N:7]=1.[Cl:29][C:30]1[CH:31]=[C:32]([CH:35]=[CH:36][CH:37]=1)[CH2:33][OH:34].CC1C=CC(CO)=CC=1, predict the reaction product. The product is: [Cl:29][C:30]1[CH:31]=[C:32]([CH:35]=[CH:36][CH:37]=1)[CH2:33][O:34][CH2:2][C:3]1[N:4]([C:20]2[CH:25]=[CH:24][C:23]([N+:26]([O-:28])=[O:27])=[CH:22][CH:21]=2)[CH:5]=[C:6]([C:8]2[C:9]([C:14]3[CH:15]=[CH:16][CH:17]=[CH:18][CH:19]=3)=[N:10][O:11][C:12]=2[CH3:13])[N:7]=1. (6) The product is: [CH3:22][C:7]1([CH3:6])[C:11](=[O:12])[N:10]([C@@H:13]([CH2:17][CH:18]([CH3:19])[CH3:20])[C:14]([OH:16])=[O:15])[C:9](=[O:21])[N:8]1[CH2:4][C:3]1[CH:23]=[CH:24][C:28]([NH:27][C:26]([NH:25][C:42]2[CH:41]=[CH:46][CH:58]=[CH:45][C:43]=2[CH3:44])=[O:38])=[C:1]([O:56][CH3:51])[CH:2]=1. Given the reactants [CH2:1]([Li])[CH2:2][CH2:3][CH3:4].[CH3:6][C:7]1([CH3:22])[C:11](=[O:12])[N:10]([C@@H:13]([CH2:17][CH:18]([CH3:20])[CH3:19])[C:14]([OH:16])=[O:15])[C:9](=[O:21])[NH:8]1.[CH3:23][C:24]1(C)[C:28](=O)[N:27]([C@@H](CC2CC2)C(O)=O)[C:26](=[O:38])[NH:25]1.N[C@H:41]([C:46](O)=O)[CH2:42][CH:43]([CH3:45])[CH3:44].CN1CCN(C)[C:51]1=[O:56].Cl.[CH2:58]1COCC1, predict the reaction product.